Dataset: Catalyst prediction with 721,799 reactions and 888 catalyst types from USPTO. Task: Predict which catalyst facilitates the given reaction. (1) The catalyst class is: 96. Product: [CH3:1][C@@H:2]([NH:9][C:10]([C:12]1[C:20]2[C:15](=[N:16][CH:17]=[C:18]([C:21]3[C:29]4[C:24](=[CH:25][C:26]([F:30])=[CH:27][CH:28]=4)[N:23]([CH3:31])[N:22]=3)[N:19]=2)[NH:14][CH:13]=1)=[O:11])[CH2:3][N:4]1[CH:8]=[CH:7][CH:6]=[N:5]1. Reactant: [CH3:1][C@@H:2]([NH:9][C:10]([C:12]1[C:20]2[C:15](=[N:16][CH:17]=[C:18]([C:21]3[C:29]4[C:24](=[CH:25][C:26]([F:30])=[CH:27][CH:28]=4)[N:23]([CH3:31])[N:22]=3)[N:19]=2)[N:14](COCC[Si](C)(C)C)[CH:13]=1)=[O:11])[CH2:3][N:4]1[CH:8]=[CH:7][CH:6]=[N:5]1.FC(F)(F)C(O)=O.C(N)CN.O. (2) Reactant: [Br:1][C:2]1[C:7]([F:8])=[CH:6][C:5]([CH2:9][CH2:10][C:11]([OH:13])=O)=[C:4]([F:14])[CH:3]=1.O=S(Cl)Cl.[Al+3].[Cl-].[Cl-].[Cl-]. Product: [Br:1][C:2]1[C:7]([F:8])=[C:6]2[C:5]([CH2:9][CH2:10][C:11]2=[O:13])=[C:4]([F:14])[CH:3]=1. The catalyst class is: 2.